Predict the reaction yield, written as a fraction of the theoretical maximum amount of product (1.0 means a 100% yield; for example, 0.34 means a 34% yield). From a dataset of Reaction yield outcomes from USPTO patents with 853,638 reactions. (1) The reactants are [OH:1][CH2:2][CH:3]1[CH2:7][CH2:6][N:5]([C:8]([O:10][CH2:11][C:12]2[CH:17]=[CH:16][CH:15]=[CH:14][CH:13]=2)=[O:9])[CH2:4]1.C(N(CC)CC)C.[S:25](Cl)([C:28]1[CH:34]=[CH:33][C:31]([CH3:32])=[CH:30][CH:29]=1)(=[O:27])=[O:26].C(OCC)(=O)C.CCCCCC. The catalyst is ClCCl.O. The product is [S:25]([O:1][CH2:2][CH:3]1[CH2:7][CH2:6][N:5]([C:8]([O:10][CH2:11][C:12]2[CH:13]=[CH:14][CH:15]=[CH:16][CH:17]=2)=[O:9])[CH2:4]1)([C:28]1[CH:34]=[CH:33][C:31]([CH3:32])=[CH:30][CH:29]=1)(=[O:27])=[O:26]. The yield is 0.680. (2) The reactants are [CH2:1]([NH:4][C:5]1[CH:12]=[CH:11][C:8]([C:9]#[N:10])=[CH:7][C:6]=1[NH2:13])[CH:2]=[CH2:3].[N:14]([O-])=O.[Na+]. The catalyst is Cl.O. The product is [CH2:1]([N:4]1[C:5]2[CH:12]=[CH:11][C:8]([C:9]#[N:10])=[CH:7][C:6]=2[N:13]=[N:14]1)[CH:2]=[CH2:3]. The yield is 0.750. (3) The reactants are [CH3:1][O:2][C:3]1[CH:8]=[C:7]([CH3:9])[CH:6]=[CH:5][C:4]=1[OH:10].[Br:11][CH2:12][CH2:13][CH2:14]Br.C(=O)([O-])[O-].[Cs+].[Cs+]. The catalyst is C(#N)C. The product is [Br:11][CH2:12][CH2:13][CH2:14][O:10][C:4]1[CH:5]=[CH:6][C:7]([CH3:9])=[CH:8][C:3]=1[O:2][CH3:1]. The yield is 0.420. (4) The reactants are [CH3:1][O:2][CH2:3][O:4][C:5]1[CH:10]=[CH:9][C:8]([N:11]2[CH2:16][CH2:15][N:14]([C:17]3[CH:22]=[CH:21][C:20]([N:23]4[C:27](=[O:28])[NH:26][N:25]=[CH:24]4)=[CH:19][CH:18]=3)[CH2:13][CH2:12]2)=[CH:7][CH:6]=1.BrC1C=CC(S(O[CH2:40][CH2:41][CH2:42][CH2:43][CH2:44][CH2:45][N:46]=[N+:47]=[N-:48])(=O)=O)=CC=1.C([O-])([O-])=O.[Cs+].[Cs+]. No catalyst specified. The product is [N:46]([CH2:45][CH2:44][CH2:43][CH2:42][CH2:41][CH2:40][N:26]1[C:27](=[O:28])[N:23]([C:20]2[CH:21]=[CH:22][C:17]([N:14]3[CH2:13][CH2:12][N:11]([C:8]4[CH:9]=[CH:10][C:5]([O:4][CH2:3][O:2][CH3:1])=[CH:6][CH:7]=4)[CH2:16][CH2:15]3)=[CH:18][CH:19]=2)[CH:24]=[N:25]1)=[N+:47]=[N-:48]. The yield is 0.620. (5) The product is [CH3:13][C@H:12]1[NH:8][C@H:9]([CH2:14][O:15][C:16]2[CH:25]=[CH:24][C:19]([C:20]([O:22][CH3:23])=[O:21])=[CH:18][CH:17]=2)[CH2:10][CH2:11]1. The catalyst is C(Cl)Cl. The yield is 0.950. The reactants are C([N:8]1[C@H:12]([CH3:13])[CH2:11][CH2:10][C@H:9]1[CH2:14][O:15][C:16]1[CH:25]=[CH:24][C:19]([C:20]([O:22][CH3:23])=[O:21])=[CH:18][CH:17]=1)(OC(C)(C)C)=O.FC(F)(F)C(O)=O.